Regression. Given a peptide amino acid sequence and an MHC pseudo amino acid sequence, predict their binding affinity value. This is MHC class II binding data. From a dataset of Peptide-MHC class II binding affinity with 134,281 pairs from IEDB. (1) The peptide sequence is RGLLRRARGGPHHRR. The MHC is DRB4_0101 with pseudo-sequence DRB4_0103. The binding affinity (normalized) is 0.237. (2) The binding affinity (normalized) is 0. The peptide sequence is FWAVRGGGGESFGIV. The MHC is DRB1_0401 with pseudo-sequence DRB1_0401. (3) The peptide sequence is VQDPKFWELVDEERK. The binding affinity (normalized) is 0.367. The MHC is DRB1_0301 with pseudo-sequence DRB1_0301. (4) The peptide sequence is FFFLFNILTGKKITAHHHHHH. The MHC is HLA-DQA10201-DQB10301 with pseudo-sequence HLA-DQA10201-DQB10301. The binding affinity (normalized) is 0.193.